This data is from Catalyst prediction with 721,799 reactions and 888 catalyst types from USPTO. The task is: Predict which catalyst facilitates the given reaction. (1) Reactant: C(OC([N:8]1[CH2:13][CH2:12][N:11]([C:14]2[N:19]=[C:18]([C:20]3[CH:25]=[CH:24][N:23]=[C:22]([NH:26][CH:27]4[CH2:32][CH2:31][CH2:30][CH2:29][CH2:28]4)[CH:21]=3)[C:17]3[CH2:33][NH:34][C:35](=[O:36])[C:16]=3[CH:15]=2)[CH2:10][CH2:9]1)=O)(C)(C)C.FC(F)(F)C(O)=O. Product: [CH:27]1([NH:26][C:22]2[CH:21]=[C:20]([C:18]3[C:17]4[CH2:33][NH:34][C:35](=[O:36])[C:16]=4[CH:15]=[C:14]([N:11]4[CH2:12][CH2:13][NH:8][CH2:9][CH2:10]4)[N:19]=3)[CH:25]=[CH:24][N:23]=2)[CH2:32][CH2:31][CH2:30][CH2:29][CH2:28]1. The catalyst class is: 4. (2) Reactant: C(OP([CH2:9][C:10]#[N:11])(=O)OCC)C.[H-].[Na+].[C:14]([O:18][C:19]([N:21]1[CH2:24][C:23](=O)[CH2:22]1)=[O:20])([CH3:17])([CH3:16])[CH3:15]. Product: [C:14]([O:18][C:19]([N:21]1[CH2:24][C:23](=[CH:9][C:10]#[N:11])[CH2:22]1)=[O:20])([CH3:17])([CH3:15])[CH3:16]. The catalyst class is: 1. (3) Reactant: [Br:1]N1C(=O)CCC1=O.[CH3:9][O:10][C:11](=[O:22])[CH2:12][C:13]1[O:14][CH:15]=[CH:16][C:17]=1[C:18]([O:20][CH3:21])=[O:19]. Product: [Br:1][C:15]1[O:14][C:13]([CH2:12][C:11]([O:10][CH3:9])=[O:22])=[C:17]([C:18]([O:20][CH3:21])=[O:19])[CH:16]=1. The catalyst class is: 163. (4) Reactant: C[C:2]1[CH:7]=[C:6](C2N=C(C)ON=2)[CH:5]=[CH:4][C:3]=1[C:14]1[CH:19]=[CH:18][C:17](C(O)=O)=[CH:16][CH:15]=1.C([N:25](CC)CC)C.CS(Cl)(=O)=O.C[N:36]([CH:38]=[O:39])C. Product: [NH2:25][C:6]1[CH:5]=[CH:4][C:3]([C:14]2[CH:19]=[CH:18][C:17]([C:38]([NH2:36])=[O:39])=[CH:16][CH:15]=2)=[CH:2][CH:7]=1. The catalyst class is: 1. (5) Reactant: [NH2:1][C:2]1[N:7]=[CH:6][N:5]=[C:4]2[N:8]([CH2:27][C@@H:28]3[CH2:32][CH2:31][CH2:30][N:29]3[C:33](=[O:37])[CH2:34][C:35]#[N:36])[N:9]=[C:10]([C:11]3[CH:16]=[CH:15][C:14]([O:17][C:18]4[CH:23]=[CH:22][CH:21]=[C:20]([F:24])[C:19]=4[F:25])=[CH:13][C:12]=3[F:26])[C:3]=12.[CH:38]1([CH:41]=O)[CH2:40][CH2:39]1.N1CCCCC1. Product: [NH2:1][C:2]1[N:7]=[CH:6][N:5]=[C:4]2[N:8]([CH2:27][C@@H:28]3[CH2:32][CH2:31][CH2:30][N:29]3[C:33]([C:34](=[CH:41][CH:38]3[CH2:40][CH2:39]3)[C:35]#[N:36])=[O:37])[N:9]=[C:10]([C:11]3[CH:16]=[CH:15][C:14]([O:17][C:18]4[CH:23]=[CH:22][CH:21]=[C:20]([F:24])[C:19]=4[F:25])=[CH:13][C:12]=3[F:26])[C:3]=12. The catalyst class is: 14.